From a dataset of Catalyst prediction with 721,799 reactions and 888 catalyst types from USPTO. Predict which catalyst facilitates the given reaction. (1) Reactant: [CH2:1]([O:8][CH:9]1[CH2:14][CH2:13][CH:12](O)[CH2:11][CH2:10]1)[C:2]1[CH:7]=[CH:6][CH:5]=[CH:4][CH:3]=1.C(N(S(F)(F)[F:22])CC)C. Product: [F:22][CH:12]1[CH2:13][CH2:14][CH:9]([O:8][CH2:1][C:2]2[CH:7]=[CH:6][CH:5]=[CH:4][CH:3]=2)[CH2:10][CH2:11]1. The catalyst class is: 2. (2) Reactant: [NH:1]1[C:9]2[C:4](=[CH:5][CH:6]=[CH:7][C:8]=2[C:10]([OH:12])=O)[CH:3]=[CH:2]1.CN(C(ON1N=NC2C=CC=CC1=2)=[N+](C)C)C.[B-](F)(F)(F)F.C(N(CC)C(C)C)(C)C.[C:44]([C:48]1[CH:68]=[CH:67][C:51]([CH2:52][NH:53][CH2:54][CH2:55][C:56]2[CH:61]=[CH:60][CH:59]=[C:58]([O:62][C:63]([F:66])([F:65])[F:64])[CH:57]=2)=[CH:50][CH:49]=1)([CH3:47])([CH3:46])[CH3:45]. Product: [C:44]([C:48]1[CH:68]=[CH:67][C:51]([CH2:52][N:53]([CH2:54][CH2:55][C:56]2[CH:61]=[CH:60][CH:59]=[C:58]([O:62][C:63]([F:66])([F:65])[F:64])[CH:57]=2)[C:10]([C:8]2[CH:7]=[CH:6][CH:5]=[C:4]3[C:9]=2[NH:1][CH:2]=[CH:3]3)=[O:12])=[CH:50][CH:49]=1)([CH3:47])([CH3:45])[CH3:46]. The catalyst class is: 18. (3) Reactant: [Cl-].O[NH3+:3].[C:4](=[O:7])([O-])[OH:5].[Na+].CS(C)=O.[C:13]([C:15]1[CH:20]=[CH:19][CH:18]=[CH:17][C:16]=1[C:21]1[CH:26]=[CH:25][C:24]([CH2:27][C:28]2[C:29](=[O:44])[N:30]([CH2:40][C:41]([NH2:43])=[O:42])[C:31]3[N:32]([N:37]=[CH:38][N:39]=3)[C:33]=2[CH2:34][CH2:35][CH3:36])=[CH:23][CH:22]=1)#[N:14]. Product: [O:44]=[C:29]1[C:28]([CH2:27][C:24]2[CH:23]=[CH:22][C:21]([C:16]3[CH:17]=[CH:18][CH:19]=[CH:20][C:15]=3[C:13]3[NH:3][C:4](=[O:7])[O:5][N:14]=3)=[CH:26][CH:25]=2)=[C:33]([CH2:34][CH2:35][CH3:36])[N:32]2[N:37]=[CH:38][N:39]=[C:31]2[N:30]1[CH2:40][C:41]([NH2:43])=[O:42]. The catalyst class is: 13. (4) Reactant: [NH2:1][C:2](=[O:27])[CH2:3][C@H:4]([N:13]1[CH2:17][CH2:16][C@H:15]([NH:18][C:19](=[O:25])[O:20][C:21]([CH3:24])([CH3:23])[CH3:22])[C:14]1=[O:26])[C:5]([N:7]1[CH2:12][CH2:11][O:10][CH2:9][CH2:8]1)=[O:6].CO[C:30](OC)([N:32]([CH3:34])[CH3:33])[CH3:31]. Product: [CH3:33][N:32]([CH3:34])/[C:30](=[N:1]/[C:2](=[O:27])[CH2:3][C@H:4]([N:13]1[CH2:17][CH2:16][C@H:15]([NH:18][C:19](=[O:25])[O:20][C:21]([CH3:22])([CH3:23])[CH3:24])[C:14]1=[O:26])[C:5]([N:7]1[CH2:12][CH2:11][O:10][CH2:9][CH2:8]1)=[O:6])/[CH3:31]. The catalyst class is: 3. (5) Reactant: [C:1]([O:5][C:6]([C:8]1[CH:19]=[CH:18][C:11]2[CH2:12][CH2:13][O:14][C:15](=[O:17])[NH:16][C:10]=2[CH:9]=1)=[O:7])([CH3:4])([CH3:3])[CH3:2].C(=O)([O-])[O-].[K+].[K+].I[CH2:27][CH3:28]. Product: [C:1]([O:5][C:6]([C:8]1[CH:19]=[CH:18][C:11]2[CH2:12][CH2:13][O:14][C:15](=[O:17])[N:16]([CH2:27][CH3:28])[C:10]=2[CH:9]=1)=[O:7])([CH3:4])([CH3:2])[CH3:3]. The catalyst class is: 18. (6) Reactant: Cl[C:2]1[C:7]([N+:8]([O-:10])=[O:9])=[CH:6][N:5]=[C:4]2[CH:11]=[CH:12][S:13][C:3]=12.[NH2:14][C@H:15]1[CH2:20][CH2:19][C@H:18]([CH2:21][C:22]#[N:23])[C@@H:17]([O:24][CH3:25])[CH2:16]1.C(N(CC)C(C)C)(C)C. Product: [CH3:25][O:24][C@H:17]1[CH2:16][C@@H:15]([NH:14][C:2]2[C:7]([N+:8]([O-:10])=[O:9])=[CH:6][N:5]=[C:4]3[CH:11]=[CH:12][S:13][C:3]=23)[CH2:20][CH2:19][C@@H:18]1[CH2:21][C:22]#[N:23]. The catalyst class is: 32. (7) Reactant: [NH2:1][C:2]1[CH:10]=[C:9]2[C:5]([CH2:6][O:7][C:8]2=[O:11])=[CH:4][CH:3]=1.[C:12](Cl)(=[O:19])[O:13][CH2:14][C:15]([Cl:18])([Cl:17])[Cl:16].N1C=CC=CC=1. The catalyst class is: 4. Product: [O:11]=[C:8]1[C:9]2[C:5](=[CH:4][CH:3]=[C:2]([NH:1][C:12](=[O:19])[O:13][CH2:14][C:15]([Cl:18])([Cl:17])[Cl:16])[CH:10]=2)[CH2:6][O:7]1. (8) Reactant: [Cl:1][C:2]1[C:3]([O:13][CH2:14][C:15]2[CH:20]=[CH:19][C:18]([O:21][CH3:22])=[CH:17][CH:16]=2)=[CH:4][C:5]([OH:12])=[C:6]([CH:11]=1)[C:7]([O:9][CH3:10])=[O:8].[N+](C1C=C(S(O[CH2:36][C@@H:37]2[CH2:39][O:38]2)(=O)=O)C=CC=1)([O-])=O.C(=O)([O-])[O-].[Cs+].[Cs+].O. Product: [Cl:1][C:2]1[C:3]([O:13][CH2:14][C:15]2[CH:16]=[CH:17][C:18]([O:21][CH3:22])=[CH:19][CH:20]=2)=[CH:4][C:5]([O:12][CH2:36][C@@H:37]2[CH2:39][O:38]2)=[C:6]([CH:11]=1)[C:7]([O:9][CH3:10])=[O:8]. The catalyst class is: 37. (9) Reactant: C([N:8](CC1C=CC=CC=1)[C@H:9]1[CH2:14][CH2:13][C@H:12]([O:15][CH2:16][CH2:17][O:18][CH3:19])[CH2:11][CH2:10]1)C1C=CC=CC=1.[H][H]. Product: [CH3:19][O:18][CH2:17][CH2:16][O:15][C@H:12]1[CH2:13][CH2:14][C@H:9]([NH2:8])[CH2:10][CH2:11]1. The catalyst class is: 261. (10) Reactant: [NH2:1][C:2]1[S:3][C:4]([C:7]([CH3:10])([CH3:9])[CH3:8])=[N:5][N:6]=1.[Cl:11][C:12]1[CH:13]=[CH:14][C:15]([O:21][CH3:22])=[C:16]([CH:20]=1)[C:17](O)=[O:18].C(N(CC)CC)C.CCCP1(OP(CCC)(=O)OP(CCC)(=O)O1)=O.C(OCC)(=O)C. Product: [C:7]([C:4]1[S:3][C:2]([NH:1][C:17](=[O:18])[C:16]2[CH:20]=[C:12]([Cl:11])[CH:13]=[CH:14][C:15]=2[O:21][CH3:22])=[N:6][N:5]=1)([CH3:10])([CH3:9])[CH3:8]. The catalyst class is: 7.